This data is from Reaction yield outcomes from USPTO patents with 853,638 reactions. The task is: Predict the reaction yield, written as a fraction of the theoretical maximum amount of product (1.0 means a 100% yield; for example, 0.34 means a 34% yield). (1) The reactants are [CH2:1]([C:3]1[C:8]([O:9][C:10]2[CH:15]=[CH:14][N:13]=[C:12]([C:16]3[CH:17]=[N:18][N:19]([CH3:21])[CH:20]=3)[CH:11]=2)=[CH:7][CH:6]=[C:5]([N+:22]([O-])=O)[N:4]=1)[CH3:2].[NH4+].[Cl-]. The catalyst is CO.C1COCC1.CCOC(C)=O.[Zn]. The product is [CH2:1]([C:3]1[N:4]=[C:5]([NH2:22])[CH:6]=[CH:7][C:8]=1[O:9][C:10]1[CH:15]=[CH:14][N:13]=[C:12]([C:16]2[CH:17]=[N:18][N:19]([CH3:21])[CH:20]=2)[CH:11]=1)[CH3:2]. The yield is 0.800. (2) The reactants are [Cl:1][C:2]1[CH:18]=[CH:17][C:5]([C:6]([C:8]2[CH:16]=[CH:15][CH:14]=[CH:13][C:9]=2[C:10]([OH:12])=[O:11])=O)=[CH:4][CH:3]=1.S(Cl)([Cl:21])=O. The catalyst is CN(C=O)C. The product is [Cl:21][C:6]1([C:5]2[CH:17]=[CH:18][C:2]([Cl:1])=[CH:3][CH:4]=2)[C:8]2[C:9](=[CH:13][CH:14]=[CH:15][CH:16]=2)[C:10](=[O:12])[O:11]1. The yield is 1.00. (3) The reactants are [F:1][C:2]1[CH:24]=[C:23]([N+:25]([O-])=O)[CH:22]=[CH:21][C:3]=1[CH2:4][C:5]1[CH:10]=[CH:9][N:8]=[C:7]2[CH:11]=[C:12]([C:14]([C:16]3[O:17][CH:18]=[CH:19][CH:20]=3)=[O:15])[S:13][C:6]=12. The catalyst is C(O)(=O)C.[Fe]. The product is [NH2:25][C:23]1[CH:22]=[CH:21][C:3]([CH2:4][C:5]2[CH:10]=[CH:9][N:8]=[C:7]3[CH:11]=[C:12]([C:14]([C:16]4[O:17][CH:18]=[CH:19][CH:20]=4)=[O:15])[S:13][C:6]=23)=[C:2]([F:1])[CH:24]=1. The yield is 0.180. (4) The reactants are C[C:2]1([CH3:9])[O:6][C@@H:5]([CH2:7][OH:8])[CH2:4][O:3]1.[I:10][C:11]1[CH:18]=[CH:17]C(CBr)=[CH:13][CH:12]=1.[OH-].[K+].O. The catalyst is C1(C)C=CC=CC=1. The product is [I:10][C:11]1[CH:18]=[CH:17][C:9]([CH2:2][O:3][CH2:4][C@H:5]([OH:6])[CH2:7][OH:8])=[CH:13][CH:12]=1. The yield is 1.00.